Dataset: Forward reaction prediction with 1.9M reactions from USPTO patents (1976-2016). Task: Predict the product of the given reaction. Given the reactants [CH2:1]([O:3][C:4]1[CH:5]=[C:6]([N:13]2[CH2:18][CH2:17][N:16]([CH:19]3[CH2:24][CH2:23][NH:22][CH2:21][CH2:20]3)[CH2:15][CH2:14]2)[CH:7]=[CH:8][C:9]=1[N+:10]([O-:12])=[O:11])[CH3:2].I[CH2:26][CH2:27][F:28].C([O-])([O-])=O.[Na+].[Na+], predict the reaction product. The product is: [CH2:1]([O:3][C:4]1[CH:5]=[C:6]([N:13]2[CH2:14][CH2:15][N:16]([CH:19]3[CH2:24][CH2:23][N:22]([CH2:26][CH2:27][F:28])[CH2:21][CH2:20]3)[CH2:17][CH2:18]2)[CH:7]=[CH:8][C:9]=1[N+:10]([O-:12])=[O:11])[CH3:2].